This data is from Forward reaction prediction with 1.9M reactions from USPTO patents (1976-2016). The task is: Predict the product of the given reaction. Given the reactants [NH2:1][CH:2]([C:6]1[N:11]([CH2:12][C:13]2[CH:18]=[CH:17][CH:16]=[CH:15][CH:14]=2)[C:10](=[O:19])[C:9]([CH3:20])=[C:8]([CH3:21])[N:7]=1)[CH:3]([CH3:5])[CH3:4].Br[CH2:23][C:24](=[O:38])[CH2:25][CH2:26][N:27]1[C:35](=[O:36])[C:34]2[C:29](=[CH:30][CH:31]=[CH:32][CH:33]=2)[C:28]1=[O:37].C(N(CC)C(C)C)(C)C, predict the reaction product. The product is: [CH2:12]([N:11]1[C:10](=[O:19])[C:9]([CH3:20])=[C:8]([CH3:21])[N:7]=[C:6]1[CH:2]([NH:1][CH2:23][C:24](=[O:38])[CH2:25][CH2:26][N:27]1[C:35](=[O:36])[C:34]2[C:29](=[CH:30][CH:31]=[CH:32][CH:33]=2)[C:28]1=[O:37])[CH:3]([CH3:4])[CH3:5])[C:13]1[CH:14]=[CH:15][CH:16]=[CH:17][CH:18]=1.